Dataset: Catalyst prediction with 721,799 reactions and 888 catalyst types from USPTO. Task: Predict which catalyst facilitates the given reaction. Reactant: [C:1]([O:5][C:6]([N:8]1[CH2:13][CH2:12][N:11]([C:14]2[CH:19]=[CH:18][C:17]([N+:20]([O-])=O)=[CH:16][N:15]=2)[CH2:10][CH2:9]1)=[O:7])([CH3:4])([CH3:3])[CH3:2]. Product: [C:1]([O:5][C:6]([N:8]1[CH2:13][CH2:12][N:11]([C:14]2[CH:19]=[CH:18][C:17]([NH2:20])=[CH:16][N:15]=2)[CH2:10][CH2:9]1)=[O:7])([CH3:4])([CH3:2])[CH3:3]. The catalyst class is: 349.